This data is from Reaction yield outcomes from USPTO patents with 853,638 reactions. The task is: Predict the reaction yield, written as a fraction of the theoretical maximum amount of product (1.0 means a 100% yield; for example, 0.34 means a 34% yield). (1) The reactants are [Br:1][C:2]1[CH:6]=[C:5]([C:7]([OH:9])=O)[N:4]([C:10]2[C:15]([Cl:16])=[CH:14][CH:13]=[CH:12][N:11]=2)[N:3]=1.[Cl:17][C:18]1[CH:29]=[C:28]([CH3:30])[C:21]2[NH:22]C(=O)[O:24][C:25](=O)[C:20]=2[CH:19]=1.N1C=CC=C(C)C=1.CS(Cl)(=O)=O. The product is [Br:1][C:2]1[CH:6]=[C:5]([C:7]2[O:9][C:25](=[O:24])[C:20]3[CH:19]=[C:18]([Cl:17])[CH:29]=[C:28]([CH3:30])[C:21]=3[N:22]=2)[N:4]([C:10]2[C:15]([Cl:16])=[CH:14][CH:13]=[CH:12][N:11]=2)[N:3]=1. The yield is 0.858. The catalyst is C(#N)C.O. (2) The reactants are [S:1]1[CH:5]=[CH:4][CH:3]=[C:2]1[C:6]1[CH:14]=C(C(O)=O)[C:12]([C:18]2[S:19][CH:20]=[CH:21][CH:22]=2)=[CH:11][C:7]=1[C:8](O)=[O:9].[C:23](Cl)(=O)[C:24]([Cl:26])=[O:25].CN(C=O)C.C(Cl)[Cl:35]. No catalyst specified. The product is [S:1]1[CH:5]=[CH:4][CH:3]=[C:2]1[C:6]1[CH:14]=[C:23]([C:24]([Cl:26])=[O:25])[C:12]([C:18]2[S:19][CH:20]=[CH:21][CH:22]=2)=[CH:11][C:7]=1[C:8]([Cl:35])=[O:9]. The yield is 0.970. (3) The catalyst is CN(C=O)C.C(OCC)(=O)C.O. The yield is 0.634. The reactants are Br[C:2]1[N:10]([CH2:11][C:12]2[CH:17]=[CH:16][C:15]([Cl:18])=[CH:14][CH:13]=2)[C:9]2[C:8](=[O:19])[N:7]([CH2:20][CH2:21][CH2:22][O:23][CH:24]3[CH2:29][CH2:28][CH2:27][CH2:26][O:25]3)[C:6](=[O:30])[N:5]([CH3:31])[C:4]=2[N:3]=1.O.O.O.O.O.O.O.O.O.[S-2:41].[Na+].[Na+]. The product is [Cl:18][C:15]1[CH:16]=[CH:17][C:12]([CH2:11][N:10]2[C:9]3[C:8](=[O:19])[N:7]([CH2:20][CH2:21][CH2:22][O:23][CH:24]4[CH2:29][CH2:28][CH2:27][CH2:26][O:25]4)[C:6](=[O:30])[N:5]([CH3:31])[C:4]=3[N:3]=[C:2]2[SH:41])=[CH:13][CH:14]=1. (4) The reactants are [NH2:1][CH2:2][CH2:3][CH2:4][OH:5].C([O-])([O-])=O.[Na+].[Na+].[CH:12]1[CH:17]=[CH:16][C:15]([CH2:18][O:19][C:20](Cl)=[O:21])=[CH:14][CH:13]=1.C(Cl)Cl. The catalyst is C1COCC1.O. The product is [OH:5][CH2:4][CH2:3][CH2:2][NH:1][C:20](=[O:21])[O:19][CH2:18][C:15]1[CH:16]=[CH:17][CH:12]=[CH:13][CH:14]=1. The yield is 0.905. (5) The reactants are [CH3:1][O:2][C:3]1[CH:4]=[C:5]([OH:11])[CH:6]=[CH:7][C:8]=1[O:9][CH3:10].[C:12](OC(=O)C)(=[O:14])[CH3:13].B(F)(F)F.CCOCC. No catalyst specified. The product is [OH:11][C:5]1[CH:4]=[C:3]([O:2][CH3:1])[C:8]([O:9][CH3:10])=[CH:7][C:6]=1[C:12](=[O:14])[CH3:13]. The yield is 0.890. (6) The reactants are [CH3:1][CH:2]1[CH2:6][C:5](=O)[CH2:4][CH:3]1[C:8]([O:10][CH2:11][CH3:12])=[O:9].CC(O)=O.[CH2:17]([NH:24][CH2:25][C:26]1[CH:31]=[CH:30][CH:29]=[CH:28][CH:27]=1)[C:18]1[CH:23]=[CH:22][CH:21]=[CH:20][CH:19]=1.C(O[BH-](OC(=O)C)OC(=O)C)(=O)C.[Na+].C([O-])(O)=O.[Na+]. The catalyst is ClCCCl. The product is [CH2:25]([N:24]([CH2:17][C:18]1[CH:23]=[CH:22][CH:21]=[CH:20][CH:19]=1)[CH:5]1[CH2:4][CH:3]([C:8]([O:10][CH2:11][CH3:12])=[O:9])[CH:2]([CH3:1])[CH2:6]1)[C:26]1[CH:31]=[CH:30][CH:29]=[CH:28][CH:27]=1. The yield is 0.750. (7) The reactants are CS([O:5][CH2:6][CH2:7][CH2:8][C:9]1([OH:12])[CH2:11][CH2:10]1)(=O)=O.O[C:14]1[CH:23]=[C:22]2[C:17]([C:18]([O:24][C:25]3[CH:30]=[CH:29][C:28]([N:31]([C:40]4[CH:45]=[CH:44][CH:43]=[CH:42][CH:41]=4)[C:32]([C:34]4([C:37]([NH2:39])=[O:38])[CH2:36][CH2:35]4)=[O:33])=[CH:27][C:26]=3[F:46])=[CH:19][CH:20]=[N:21]2)=[CH:16][CH:15]=1.C(=O)([O-])[O-].[Cs+].[Cs+]. The catalyst is CN(C)C(=O)C. The product is [OH:12][C:9]1([CH2:8][CH2:7][CH2:6][O:5][C:14]2[CH:23]=[C:22]3[C:17]([C:18]([O:24][C:25]4[CH:30]=[CH:29][C:28]([N:31]([C:40]5[CH:45]=[CH:44][CH:43]=[CH:42][CH:41]=5)[C:32]([C:34]5([C:37]([NH2:39])=[O:38])[CH2:35][CH2:36]5)=[O:33])=[CH:27][C:26]=4[F:46])=[CH:19][CH:20]=[N:21]3)=[CH:16][CH:15]=2)[CH2:11][CH2:10]1. The yield is 0.740. (8) The reactants are C([O:9][C@H:10]1[C@:14]([F:16])([CH3:15])[CH:13]([O:17][CH3:18])[O:12][C@@H:11]1[CH2:19][OH:20])(=O)C1C=CC=CC=1.CO. The catalyst is N. The product is [F:16][C@@:14]1([CH3:15])[CH:13]([O:17][CH3:18])[O:12][C@H:11]([CH2:19][OH:20])[C@H:10]1[OH:9]. The yield is 0.700. (9) The reactants are [CH3:1][N:2]1[C:6]2[CH:7]=[C:8]([C:11]3[S:15][C:14]([N:16](C(OC(C)(C)C)=O)[CH2:17][C@@H:18]([NH:30]C(=O)OC(C)(C)C)[CH2:19][C:20]4[CH:25]=[CH:24][C:23]([C:26]([F:29])([F:28])[F:27])=[CH:22][CH:21]=4)=[N:13][N:12]=3)[CH:9]=[CH:10][C:5]=2[NH:4][C:3]1=[O:45].C(O)(C(F)(F)F)=O. The catalyst is C(Cl)Cl. The yield is 0.790. The product is [NH2:30][C@@H:18]([CH2:19][C:20]1[CH:21]=[CH:22][C:23]([C:26]([F:27])([F:28])[F:29])=[CH:24][CH:25]=1)[CH2:17][NH:16][C:14]1[S:15][C:11]([C:8]2[CH:9]=[CH:10][C:5]3[NH:4][C:3](=[O:45])[N:2]([CH3:1])[C:6]=3[CH:7]=2)=[N:12][N:13]=1.